Dataset: Full USPTO retrosynthesis dataset with 1.9M reactions from patents (1976-2016). Task: Predict the reactants needed to synthesize the given product. (1) Given the product [Cl:1][C:2]1[CH:3]=[C:4]([C:8]2[C:9]3[CH:43]=[CH:42][CH:41]=[C:40]([CH2:44][CH3:45])[C:10]=3[NH:11][C:12](=[O:39])[CH:13]([NH:15][C:16]([C@H:18]([CH2:33][CH2:34][C:35]([F:37])([F:38])[F:36])[C@H:19]([CH2:27][CH2:28][C:29]([F:32])([F:31])[F:30])[C:20]([OH:22])=[O:21])=[O:17])[N:14]=2)[CH:5]=[CH:6][CH:7]=1, predict the reactants needed to synthesize it. The reactants are: [Cl:1][C:2]1[CH:3]=[C:4]([C:8]2[C:9]3[CH:43]=[CH:42][CH:41]=[C:40]([CH2:44][CH3:45])[C:10]=3[NH:11][C:12](=[O:39])[CH:13]([NH:15][C:16]([C@H:18]([CH2:33][CH2:34][C:35]([F:38])([F:37])[F:36])[C@H:19]([CH2:27][CH2:28][C:29]([F:32])([F:31])[F:30])[C:20]([O:22]C(C)(C)C)=[O:21])=[O:17])[N:14]=2)[CH:5]=[CH:6][CH:7]=1.C(O)(C(F)(F)F)=O. (2) Given the product [F:1][C:2]1[CH:7]=[CH:6][C:5]([N:8]2[CH2:17][CH2:16][NH:15][CH2:14][CH2:13]2)=[C:4]([O:9][CH3:10])[CH:3]=1.[NH3:8].[CH3:19][OH:20], predict the reactants needed to synthesize it. The reactants are: [F:1][C:2]1[CH:7]=[CH:6][C:5]([NH2:8])=[C:4]([O:9][CH3:10])[CH:3]=1.Cl.Cl[CH2:13][CH2:14][NH:15][CH2:16][CH2:17]Cl.[C:19](=O)([O-])[O-:20].[K+].[K+].[I-].[Na+]. (3) The reactants are: C([O:3][C:4]([C@@H:6]1[CH2:15][C@@H:14]2[C@@H:9]([CH2:10][CH2:11][C@H:12]([O:16][C:17]3[CH:22]=[C:21]([N:23]4[CH:27]=[CH:26][CH:25]=[N:24]4)[CH:20]=[CH:19][C:18]=3[C:28]3[N:29]=[N:30][NH:31][N:32]=3)[CH2:13]2)[CH2:8][N:7]1[C:33]([O:35][C:36]([CH3:39])([CH3:38])[CH3:37])=[O:34])=[O:5])C.[OH-].[Na+]. Given the product [C:36]([O:35][C:33]([N:7]1[C@H:6]([C:4]([OH:5])=[O:3])[CH2:15][C@@H:14]2[C@@H:9]([CH2:10][CH2:11][C@H:12]([O:16][C:17]3[CH:22]=[C:21]([N:23]4[CH:27]=[CH:26][CH:25]=[N:24]4)[CH:20]=[CH:19][C:18]=3[C:28]3[N:29]=[N:30][NH:31][N:32]=3)[CH2:13]2)[CH2:8]1)=[O:34])([CH3:39])([CH3:37])[CH3:38], predict the reactants needed to synthesize it. (4) Given the product [O:42]=[C:38]1[NH:39][CH2:40][CH2:41][N:37]1[CH2:36][CH2:35][NH:34][C:19]([C:17]1[CH:16]=[CH:15][C:14]2[N:10]([C:8]3[S:9][C:5]([C:3]([O:2][CH3:1])=[O:4])=[C:6]([O:22][CH2:23][C:24]4[CH:29]=[CH:28][CH:27]=[CH:26][C:25]=4[C:30]([F:31])([F:33])[F:32])[CH:7]=3)[CH:11]=[N:12][C:13]=2[CH:18]=1)=[O:21], predict the reactants needed to synthesize it. The reactants are: [CH3:1][O:2][C:3]([C:5]1[S:9][C:8]([N:10]2[C:14]3[CH:15]=[CH:16][C:17]([C:19]([OH:21])=O)=[CH:18][C:13]=3[N:12]=[CH:11]2)=[CH:7][C:6]=1[O:22][CH2:23][C:24]1[CH:29]=[CH:28][CH:27]=[CH:26][C:25]=1[C:30]([F:33])([F:32])[F:31])=[O:4].[NH2:34][CH2:35][CH2:36][N:37]1[CH2:41][CH2:40][NH:39][C:38]1=[O:42].C(N(C(C)C)CC)(C)C.F[P-](F)(F)(F)(F)F.N1(OC(N(C)C)=[N+](C)C)C2N=CC=CC=2N=N1. (5) Given the product [CH3:3][O:4][CH2:5]/[C:6](/[C:8]1[CH:13]=[CH:12][CH:11]=[C:10]([O:14][CH:15]2[CH2:20][CH2:19][CH2:18][CH2:17][O:16]2)[CH:9]=1)=[CH:25]\[C:24]([O:23][CH2:21][CH3:22])=[O:34], predict the reactants needed to synthesize it. The reactants are: [H-].[Na+].[CH3:3][O:4][CH2:5][C:6]([C:8]1[CH:13]=[CH:12][CH:11]=[C:10]([O:14][CH:15]2[CH2:20][CH2:19][CH2:18][CH2:17][O:16]2)[CH:9]=1)=O.[CH2:21]([O:23][C:24](=[O:34])[CH2:25]P(OCC)(OCC)=O)[CH3:22].[Cl-].[NH4+]. (6) Given the product [CH:22]([C:6]12[CH2:5][C:4]([CH3:13])([CH2:8][CH2:9]1)[C:3](=[O:14])[C:2]([CH3:1])=[CH:7]2)([CH3:27])[CH3:23], predict the reactants needed to synthesize it. The reactants are: [CH3:1][C:2]1[C:3](=[O:14])[C:4]([CH3:13])([CH2:8][CH:9]=C(C)C)[CH2:5][CH2:6][CH:7]=1.C([Al](Cl)Cl)C.[NH4+].[Cl-].[C:22]1(C)[CH:27]=CC=C[CH:23]=1. (7) Given the product [CH2:1]([N:3]([CH2:17][CH3:18])[CH2:4][CH2:5][CH2:6][NH:7][C:8](=[O:9])[C:10]1[CH:15]=[CH:14][CH:13]=[C:12]([NH:19][C:20]2[CH:34]=[CH:33][CH:32]=[C:22]([C:23](=[O:24])[NH:25][C:26]3[CH:31]=[CH:30][N:29]=[CH:28][CH:27]=3)[CH:21]=2)[N:11]=1)[CH3:2], predict the reactants needed to synthesize it. The reactants are: [CH2:1]([N:3]([CH2:17][CH3:18])[CH2:4][CH2:5][CH2:6][NH:7][C:8]([C:10]1[CH:15]=[CH:14][CH:13]=[C:12](Cl)[N:11]=1)=[O:9])[CH3:2].[NH2:19][C:20]1[CH:21]=[C:22]([CH:32]=[CH:33][CH:34]=1)[C:23]([NH:25][C:26]1[CH:31]=[CH:30][N:29]=[CH:28][CH:27]=1)=[O:24].CC(C1C=C(C(C)C)C(C2C=CC=CC=2P(C2CCCCC2)C2CCCCC2)=C(C(C)C)C=1)C.C([O-])([O-])=O.[K+].[K+]. (8) The reactants are: [C:1]([C@H:3]1[O:8][CH2:7][C@H:6]([CH2:9][O:10][Si:11]([C:14]([CH3:17])([CH3:16])[CH3:15])([CH3:13])[CH3:12])[N:5]([C:18]([O:20][C:21]([CH3:24])([CH3:23])[CH3:22])=[O:19])[CH2:4]1)#[CH:2].[F:25][C:26]1[C:27](I)=[C:28]([NH2:32])[CH:29]=[N:30][CH:31]=1.C(N(CC)CC)C. Given the product [NH2:32][C:28]1[CH:29]=[N:30][CH:31]=[C:26]([F:25])[C:27]=1[C:2]#[C:1][C@H:3]1[O:8][CH2:7][C@@H:6]([CH2:9][O:10][Si:11]([C:14]([CH3:17])([CH3:16])[CH3:15])([CH3:13])[CH3:12])[N:5]([C:18]([O:20][C:21]([CH3:24])([CH3:23])[CH3:22])=[O:19])[CH2:4]1, predict the reactants needed to synthesize it. (9) Given the product [NH2:1][C:2]1[C:3]([C:9]2[CH:27]=[CH:26][C:12]([C:13]([NH:15][C@@H:16]([C:19]3[CH:24]=[CH:23][CH:22]=[C:21]([Cl:25])[CH:20]=3)[CH2:17][OH:18])=[O:14])=[C:11]([F:28])[CH:10]=2)=[N:4][C:5]([C:33]2[C:32]([CH3:44])=[N:31][N:30]([CH3:29])[CH:34]=2)=[CH:6][N:7]=1, predict the reactants needed to synthesize it. The reactants are: [NH2:1][C:2]1[C:3]([C:9]2[CH:27]=[CH:26][C:12]([C:13]([NH:15][C@@H:16]([C:19]3[CH:24]=[CH:23][CH:22]=[C:21]([Cl:25])[CH:20]=3)[CH2:17][OH:18])=[O:14])=[C:11]([F:28])[CH:10]=2)=[N:4][C:5](Br)=[CH:6][N:7]=1.[CH3:29][N:30]1[CH:34]=[C:33](B2OC(C)(C)C(C)(C)O2)[C:32]([CH3:44])=[N:31]1.C([O-])([O-])=O.[Na+].[Na+].S([O-])([O-])(=O)=O.[Na+].[Na+]. (10) Given the product [F:52][C:49]1[CH:48]=[CH:47][CH:46]=[C:45]2[C:50]=1[CH:51]=[C:43]([C:41]1[CH:42]=[C:37]([C:18]3[C:19]([N:21]([CH3:26])[S:22]([CH3:25])(=[O:24])=[O:23])=[CH:20][C:10]4[O:9][C:8]([C:5]5[CH:6]=[CH:7][C:2]([F:1])=[CH:3][CH:4]=5)=[C:12]([C:13]([NH:15][CH3:16])=[O:14])[C:11]=4[CH:17]=3)[C:38](=[O:54])[N:39]([CH3:53])[N:40]=1)[NH:44]2, predict the reactants needed to synthesize it. The reactants are: [F:1][C:2]1[CH:7]=[CH:6][C:5]([C:8]2[O:9][C:10]3[CH:20]=[C:19]([N:21]([CH3:26])[S:22]([CH3:25])(=[O:24])=[O:23])[C:18](B4OC(C)(C)C(C)(C)O4)=[CH:17][C:11]=3[C:12]=2[C:13]([NH:15][CH3:16])=[O:14])=[CH:4][CH:3]=1.Cl[C:37]1[C:38](=[O:54])[N:39]([CH3:53])[N:40]=[C:41]([C:43]2[NH:44][C:45]3[C:50]([CH:51]=2)=[C:49]([F:52])[CH:48]=[CH:47][CH:46]=3)[CH:42]=1.